This data is from Forward reaction prediction with 1.9M reactions from USPTO patents (1976-2016). The task is: Predict the product of the given reaction. (1) Given the reactants [C:1]([O:5][C:6]([N:8]1[CH2:12][CH2:11][CH2:10][C@H:9]1[CH2:13][NH2:14])=[O:7])([CH3:4])([CH3:3])[CH3:2].Cl[C:16]1[CH:23]=[CH:22][C:19]([C:20]#[N:21])=[CH:18][N:17]=1.C(=O)([O-])[O-].[K+].[K+].C(N(C(C)C)CC)(C)C, predict the reaction product. The product is: [C:1]([O:5][C:6]([N:8]1[CH2:12][CH2:11][CH2:10][C@H:9]1[CH2:13][NH:14][C:16]1[CH:23]=[CH:22][C:19]([C:20]#[N:21])=[CH:18][N:17]=1)=[O:7])([CH3:4])([CH3:3])[CH3:2]. (2) Given the reactants [Si]([O:8][CH2:9][C:10]1[C:11]([F:22])=[C:12]([N:16]2[CH2:19][CH:18]([O:20][CH3:21])[CH2:17]2)[CH:13]=[CH:14][CH:15]=1)(C(C)(C)C)(C)C.C1COCC1.CCCC[N+](CCCC)(CCCC)CCCC.[F-].C1COCC1.O, predict the reaction product. The product is: [F:22][C:11]1[C:12]([N:16]2[CH2:17][CH:18]([O:20][CH3:21])[CH2:19]2)=[CH:13][CH:14]=[CH:15][C:10]=1[CH2:9][OH:8]. (3) Given the reactants [CH3:1][O:2][C:3]1[CH:4]=[C:5]([C:11](=O)[CH2:12][C:13]2[CH:18]=[CH:17][N:16]=[C:15]([Cl:19])[N:14]=2)[CH:6]=[C:7]([O:9][CH3:10])[CH:8]=1.C1C(=O)N(Br)C(=O)C1.[CH3:29][NH:30][C:31]([NH2:33])=[S:32], predict the reaction product. The product is: [CH3:1][O:2][C:3]1[CH:4]=[C:5]([C:11]2[N:33]=[C:31]([NH:30][CH3:29])[S:32][C:12]=2[C:13]2[CH:18]=[CH:17][N:16]=[C:15]([Cl:19])[N:14]=2)[CH:6]=[C:7]([O:9][CH3:10])[CH:8]=1.